This data is from Full USPTO retrosynthesis dataset with 1.9M reactions from patents (1976-2016). The task is: Predict the reactants needed to synthesize the given product. Given the product [C:12]1([N:9]2[C:5]3=[N:6][CH:7]=[N:8][C:3]([NH:1][N:2]=[CH:22][C:21]4[CH:24]=[CH:25][N:26]=[C:19]([Cl:18])[CH:20]=4)=[C:4]3[CH:11]=[N:10]2)[CH:17]=[CH:16][CH:15]=[CH:14][CH:13]=1, predict the reactants needed to synthesize it. The reactants are: [NH:1]([C:3]1[N:8]=[CH:7][N:6]=[C:5]2[N:9]([C:12]3[CH:17]=[CH:16][CH:15]=[CH:14][CH:13]=3)[N:10]=[CH:11][C:4]=12)[NH2:2].[Cl:18][C:19]1[CH:20]=[C:21]([CH:24]=[CH:25][N:26]=1)[CH:22]=O.C1(N2C3=NC=NC(NN=CC4C=CN=CC=4)=C3C=N2)C=CC=CC=1.